This data is from Reaction yield outcomes from USPTO patents with 853,638 reactions. The task is: Predict the reaction yield, written as a fraction of the theoretical maximum amount of product (1.0 means a 100% yield; for example, 0.34 means a 34% yield). (1) The reactants are [C:1]([C:3]1[CH:12]=[CH:11][C:6]([C:7]([O:9]C)=[O:8])=[C:5]([CH3:13])[C:4]=1[O:14][CH3:15])#[N:2].[OH-].[K+].CO. No catalyst specified. The product is [C:1]([C:3]1[CH:12]=[CH:11][C:6]([C:7]([OH:9])=[O:8])=[C:5]([CH3:13])[C:4]=1[O:14][CH3:15])#[N:2]. The yield is 0.620. (2) The reactants are [CH:1]([O:4][C:5]1[CH:14]=[C:13]([C:15]([F:18])([F:17])[F:16])[C:12]2[C:7](=[CH:8][CH:9]=[C:10]3[NH:22][C@H:21]([CH:23]([CH3:25])[CH3:24])[CH2:20][O:19][C:11]3=2)[N:6]=1)([CH3:3])[CH3:2].[BH4-].[Na+].[Cl:28][CH2:29][C:30](O)=O. No catalyst specified. The product is [Cl:28][CH2:29][CH2:30][N:22]1[C:10]2[C:11](=[C:12]3[C:7](=[CH:8][CH:9]=2)[N:6]=[C:5]([O:4][CH:1]([CH3:3])[CH3:2])[CH:14]=[C:13]3[C:15]([F:18])([F:17])[F:16])[O:19][CH2:20][C@H:21]1[CH:23]([CH3:25])[CH3:24]. The yield is 0.580. (3) The yield is 0.100. The catalyst is C1COCC1.O. The reactants are [Li]CCCC.CCCCCC.[CH3:12][N:13]1[CH:17]=[N:16][NH:15][C:14]1=[S:18].[Cl:19][C:20]1[CH:48]=[CH:47][C:23]([C:24]([C:26]2[CH:27]=[C:28]3[C:33](=[CH:34][CH:35]=2)[N:32]([CH3:36])[C:31](=[O:37])[CH:30]=[C:29]3[CH2:38][CH2:39][C:40]2[CH:45]=[CH:44][CH:43]=[C:42]([Cl:46])[CH:41]=2)=[O:25])=[CH:22][CH:21]=1. The product is [Cl:46][C:42]1[CH:41]=[C:40]([CH2:39][CH2:38][C:29]2[C:28]3[C:33](=[CH:34][CH:35]=[C:26]([C:24]([C:23]4[CH:22]=[CH:21][C:20]([Cl:19])=[CH:48][CH:47]=4)([OH:25])[C:17]4[N:13]([CH3:12])[C:14]([SH:18])=[N:15][N:16]=4)[CH:27]=3)[N:32]([CH3:36])[C:31](=[O:37])[CH:30]=2)[CH:45]=[CH:44][CH:43]=1. (4) The product is [F:13][B-:14]([F:17])([F:16])[F:15].[CH2:18]([N+:7]1[C:6]2[CH:11]=[CH:12][C:3]([O:2][CH3:1])=[CH:4][C:5]=2[S:9][C:8]=1[CH3:10])[CH3:19]. The yield is 0.550. The catalyst is ClCCCl. The reactants are [CH3:1][O:2][C:3]1[CH:12]=[CH:11][C:6]2[N:7]=[C:8]([CH3:10])[S:9][C:5]=2[CH:4]=1.[F:13][B-:14]([F:17])([F:16])[F:15].[CH2:18]([O+](CC)CC)[CH3:19]. (5) The reactants are [Cl:1][C:2]1[CH:7]=[CH:6][C:5]([C@@:8]23[O:15][C@@:12]([CH2:16][OH:17])([CH2:13][O:14]2)[C@@H:11]([OH:18])[C@H:10]([OH:19])[C@H:9]3[OH:20])=[CH:4][C:3]=1[CH2:21][C:22]1[CH:27]=[CH:26][C:25]([O:28][CH2:29][CH3:30])=[CH:24][CH:23]=1.[CH2:31]([O:33][C:34](Cl)=[O:35])[CH3:32]. The catalyst is N1C(C)=CC(C)=CC=1C. The product is [CH2:31]([O:33][C:34](=[O:35])[O:17][CH2:16][C@:12]12[O:15][C@:8]([C:5]3[CH:6]=[CH:7][C:2]([Cl:1])=[C:3]([CH2:21][C:22]4[CH:23]=[CH:24][C:25]([O:28][CH2:29][CH3:30])=[CH:26][CH:27]=4)[CH:4]=3)([O:14][CH2:13]1)[C@H:9]([OH:20])[C@@H:10]([OH:19])[C@@H:11]2[OH:18])[CH3:32]. The yield is 0.400. (6) The reactants are [CH:1]1([CH:7]([NH:26][C:27]2[CH:35]=[CH:34][C:30](C(O)=O)=[CH:29][CH:28]=2)[C:8]2[CH:12]=[C:11]([C:13]3[CH:18]=[CH:17][C:16]([C:19]([F:22])([F:21])[F:20])=[CH:15][CH:14]=3)[O:10][C:9]=2[CH2:23][S:24][CH3:25])[CH2:6][CH2:5][CH2:4][CH2:3][CH2:2]1.CNC[CH2:39][C:40]([O:42][CH2:43][CH3:44])=[O:41].Cl.C(N=C=NCCCN(C)C)C.O.OC1C2N=NNC=2C=CC=1.[CH3:68][N:69]([CH3:72])[CH:70]=[O:71]. The catalyst is C(OCC)(=O)C.C(N(CC)CC)C. The product is [CH:1]1([CH:7]([NH:26][C:27]2[CH:28]=[CH:29][C:30]([C:70]([N:69]([CH3:72])[CH2:68][CH2:39][C:40]([O:42][CH2:43][CH3:44])=[O:41])=[O:71])=[CH:34][CH:35]=2)[C:8]2[CH:12]=[C:11]([C:13]3[CH:14]=[CH:15][C:16]([C:19]([F:22])([F:20])[F:21])=[CH:17][CH:18]=3)[O:10][C:9]=2[CH2:23][S:24][CH3:25])[CH2:6][CH2:5][CH2:4][CH2:3][CH2:2]1. The yield is 1.00.